Dataset: Reaction yield outcomes from USPTO patents with 853,638 reactions. Task: Predict the reaction yield, written as a fraction of the theoretical maximum amount of product (1.0 means a 100% yield; for example, 0.34 means a 34% yield). (1) The reactants are S(Cl)([Cl:3])=O.[C:5]([O:8][C:9]1[CH:10]=[C:11]([CH:15]=[CH:16][CH:17]=1)[C:12](O)=[O:13])(=[O:7])[CH3:6]. No catalyst specified. The product is [C:5]([O:8][C:9]1[CH:17]=[CH:16][CH:15]=[C:11]([C:12]([Cl:3])=[O:13])[CH:10]=1)(=[O:7])[CH3:6]. The yield is 0.990. (2) The reactants are [CH2:1]1C[O:4][CH2:3][CH2:2]1.Cl[C:7]1[N:26]=[C:25]([Cl:27])[CH:24]=[CH:23][C:8]=1[C:9]([NH:11][CH:12]1[CH:19]2[CH2:20][CH:15]3[CH2:16][C:17]([OH:22])([CH2:21][CH:13]1[CH2:14]3)[CH2:18]2)=[O:10]. The catalyst is CCOC(C)=O. The product is [Cl:27][C:25]1[CH:24]=[CH:23][C:8]([C:9]([NH:11][CH:12]2[CH:13]3[CH2:14][CH:15]4[CH2:16][C:17]([OH:22])([CH2:18][CH:19]2[CH2:20]4)[CH2:21]3)=[O:10])=[C:7]([O:4][CH2:3][CH2:2][CH3:1])[N:26]=1. The yield is 0.930.